Dataset: Peptide-MHC class II binding affinity with 134,281 pairs from IEDB. Task: Regression. Given a peptide amino acid sequence and an MHC pseudo amino acid sequence, predict their binding affinity value. This is MHC class II binding data. (1) The peptide sequence is GELQIVDKIDAAFKA. The MHC is DRB1_1501 with pseudo-sequence DRB1_1501. The binding affinity (normalized) is 0.221. (2) The peptide sequence is GEPIRFLLSYGEKDF. The MHC is DRB1_0301 with pseudo-sequence DRB1_0301. The binding affinity (normalized) is 0.236. (3) The peptide sequence is MYYVSGARSNVTFTVK. The MHC is HLA-DQA10303-DQB10402 with pseudo-sequence HLA-DQA10303-DQB10402. The binding affinity (normalized) is 0.433. (4) The peptide sequence is ETLNMTMPLSCTKNN. The MHC is DRB1_0101 with pseudo-sequence DRB1_0101. The binding affinity (normalized) is 0.790. (5) The peptide sequence is AKSSPAYPSVLGQTI. The MHC is HLA-DQA10401-DQB10402 with pseudo-sequence HLA-DQA10401-DQB10402. The binding affinity (normalized) is 0. (6) The peptide sequence is YAKMRSAHTNDVKQL. The binding affinity (normalized) is 0.197. The MHC is HLA-DQA10102-DQB10502 with pseudo-sequence HLA-DQA10102-DQB10502. (7) The peptide sequence is KKPTGKVTLEADVILPI. The MHC is HLA-DQA10501-DQB10303 with pseudo-sequence HLA-DQA10501-DQB10303. The binding affinity (normalized) is 0.298. (8) The peptide sequence is IFYDVFFAVANGNEL. The MHC is DRB1_1201 with pseudo-sequence DRB1_1201. The binding affinity (normalized) is 0.190.